Dataset: Forward reaction prediction with 1.9M reactions from USPTO patents (1976-2016). Task: Predict the product of the given reaction. (1) The product is: [Si:29]([O:36][CH2:37][C@@H:38]1[C@H:45]2[O:44][C:43]([CH3:47])([CH3:46])[O:42][C@H:41]2[C@H:40]([N:1]2[CH:9]=[C:7]([CH3:8])[C:5](=[O:6])[NH:4][C:2]2=[O:3])[S:39]1)([C:32]([CH3:35])([CH3:33])[CH3:34])([CH3:30])[CH3:31]. Given the reactants [NH:1]1[CH:9]=[C:7]([CH3:8])[C:5](=[O:6])[NH:4][C:2]1=[O:3].C(N(CC)CC)C.FC(F)(F)S(O[Si](C)(C)C)(=O)=O.[Si:29]([O:36][CH2:37][C@@H:38]1[C@@H:45]2[C@@H:41]([O:42][C:43]([CH3:47])([CH3:46])[O:44]2)[CH2:40][S@:39]1=O)([C:32]([CH3:35])([CH3:34])[CH3:33])([CH3:31])[CH3:30], predict the reaction product. (2) Given the reactants [NH2:1][C:2]1[CH2:7][CH2:6][CH2:5][C:4](=[O:8])[CH:3]=1, predict the reaction product. The product is: [NH:1]1[C:2]2[CH2:7][CH2:6][CH2:5][C:4](=[O:8])[C:3]=2[CH:2]=[CH:3][C:4]1=[O:8]. (3) Given the reactants CC([N:5]([C@H:9]([CH3:13])[CH2:10][CH2:11][NH2:12])[C:6](=[O:8])[O-:7])(C)C.[CH3:14][C:15](N([C@H](C)CC#N)C(=O)[O-])([CH3:17])[CH3:16].N, predict the reaction product. The product is: [NH2:12][CH2:11][CH2:10][C@H:9]([NH:5][C:6](=[O:8])[O:7][C:15]([CH3:17])([CH3:16])[CH3:14])[CH3:13]. (4) Given the reactants Cl[C:2]1[C:11]([N:12]([CH:14]([CH3:16])[CH3:15])[CH3:13])=[N:10][C:9]2[C:4](=[CH:5][CH:6]=[C:7]([C:17]([O:19][CH3:20])=[O:18])[CH:8]=2)[N:3]=1.[CH3:21][O:22][C:23]1[CH:24]=[C:25](B(O)O)[CH:26]=[CH:27][CH:28]=1.[O-]P([O-])([O-])=O.[K+].[K+].[K+], predict the reaction product. The product is: [CH:14]([N:12]([CH3:13])[C:11]1[C:2]([C:27]2[CH:26]=[CH:25][CH:24]=[C:23]([O:22][CH3:21])[CH:28]=2)=[N:3][C:4]2[C:9]([N:10]=1)=[CH:8][C:7]([C:17]([O:19][CH3:20])=[O:18])=[CH:6][CH:5]=2)([CH3:16])[CH3:15]. (5) Given the reactants C(=O)([O-])[O-].[Na+].[Na+].[O:7]=[C:8]1[C:17]2[C:12](=[CH:13][C:14]([O:19][CH3:20])=[C:15]([OH:18])[CH:16]=2)[N:11]=[CH:10][NH:9]1.CS(O[C@H:26]1[CH2:31][CH2:30][C@H:29]([N:32]2[CH2:37][CH2:36][N:35]([CH3:38])[C:34](=[O:39])[CH2:33]2)[CH2:28][CH2:27]1)(=O)=O.O, predict the reaction product. The product is: [O:7]=[C:8]1[C:17]2[C:12](=[CH:13][C:14]([O:19][CH3:20])=[C:15]([O:18][C@H:26]3[CH2:27][CH2:28][C@H:29]([N:32]4[CH2:37][CH2:36][N:35]([CH3:38])[C:34](=[O:39])[CH2:33]4)[CH2:30][CH2:31]3)[CH:16]=2)[N:11]=[CH:10][NH:9]1. (6) Given the reactants [CH3:1][O:2][CH2:3][CH2:4][S:5]([O:8][C:9]1[CH:14]=[CH:13][CH:12]=[C:11]([C:15]2([C:23]3[CH:28]=[CH:27][CH:26]=[C:25]([Br:29])[CH:24]=3)[C:19](=[O:20])[N:18]([CH3:21])[C:17](=S)[NH:16]2)[CH:10]=1)(=[O:7])=[O:6].[NH3:30].C(OO)(C)(C)C, predict the reaction product. The product is: [CH3:1][O:2][CH2:3][CH2:4][S:5]([O:8][C:9]1[CH:14]=[CH:13][CH:12]=[C:11]([C:15]2([C:23]3[CH:28]=[CH:27][CH:26]=[C:25]([Br:29])[CH:24]=3)[C:19](=[O:20])[N:18]([CH3:21])[C:17]([NH2:30])=[N:16]2)[CH:10]=1)(=[O:7])=[O:6]. (7) Given the reactants [C:1]([C:3]1[C:8](F)=[CH:7][CH:6]=[CH:5][N:4]=1)#[N:2].C(=O)([O-])[O-].[Cs+].[Cs+].[NH:16]1[CH:20]=[N:19][CH:18]=[N:17]1, predict the reaction product. The product is: [N:16]1([C:8]2[C:3]([C:1]#[N:2])=[N:4][CH:5]=[CH:6][CH:7]=2)[CH:20]=[N:19][CH:18]=[N:17]1.